Dataset: Forward reaction prediction with 1.9M reactions from USPTO patents (1976-2016). Task: Predict the product of the given reaction. (1) Given the reactants [OH:1][CH2:2][CH2:3][N:4]1[C:12]2[CH:11]=[CH:10][CH:9]=[CH:8][C:7]=2[C:6]2[CH2:13][CH2:14][N:15]([C:18]([O:20][C:21]([CH3:24])([CH3:23])[CH3:22])=[O:19])[CH2:16][CH2:17][C:5]1=2.C(N(CC)CC)C.[CH3:32][S:33](Cl)(=[O:35])=[O:34], predict the reaction product. The product is: [CH3:32][S:33]([O:1][CH2:2][CH2:3][N:4]1[C:12]2[CH:11]=[CH:10][CH:9]=[CH:8][C:7]=2[C:6]2[CH2:13][CH2:14][N:15]([C:18]([O:20][C:21]([CH3:24])([CH3:23])[CH3:22])=[O:19])[CH2:16][CH2:17][C:5]1=2)(=[O:35])=[O:34]. (2) Given the reactants [OH:1][CH2:2][CH2:3][C:4]1[CH:5]=[C:6]([NH:10][C:11]2[N:16]=[C:15]3[N:17]([C:31]4[CH:32]=[C:33]([CH:36]=[CH:37][CH:38]=4)[C:34]#[N:35])[C:18](=[O:30])[N:19]([C:22]4[CH:27]=[CH:26][C:25]([O:28][CH3:29])=[CH:24][CH:23]=4)[CH:20]([CH3:21])[C:14]3=[CH:13][N:12]=2)[CH:7]=[CH:8][CH:9]=1.C(N(CC)CC)C.[CH3:46][S:47](Cl)(=[O:49])=[O:48], predict the reaction product. The product is: [C:34]([C:33]1[CH:32]=[C:31]([N:17]2[C:15]3[N:16]=[C:11]([NH:10][C:6]4[CH:5]=[C:4]([CH2:3][CH2:2][O:1][S:47]([CH3:46])(=[O:49])=[O:48])[CH:9]=[CH:8][CH:7]=4)[N:12]=[CH:13][C:14]=3[CH:20]([CH3:21])[N:19]([C:22]3[CH:27]=[CH:26][C:25]([O:28][CH3:29])=[CH:24][CH:23]=3)[C:18]2=[O:30])[CH:38]=[CH:37][CH:36]=1)#[N:35]. (3) The product is: [Cl:23][C:24]1[CH:29]=[CH:28][C:27]([S:30]([NH:1][CH2:2][CH2:3][CH2:4][N:5]2[CH2:10][CH2:9][CH:8]([C:11]3[CH:12]=[C:13]([NH:17][C:18](=[O:22])[CH:19]([CH3:20])[CH3:21])[CH:14]=[CH:15][CH:16]=3)[CH2:7][CH2:6]2)(=[O:32])=[O:31])=[CH:26][C:25]=1[N+:34]([O-:36])=[O:35]. Given the reactants [NH2:1][CH2:2][CH2:3][CH2:4][N:5]1[CH2:10][CH2:9][CH:8]([C:11]2[CH:12]=[C:13]([NH:17][C:18](=[O:22])[CH:19]([CH3:21])[CH3:20])[CH:14]=[CH:15][CH:16]=2)[CH2:7][CH2:6]1.[Cl:23][C:24]1[CH:29]=[CH:28][C:27]([S:30](Cl)(=[O:32])=[O:31])=[CH:26][C:25]=1[N+:34]([O-:36])=[O:35], predict the reaction product. (4) Given the reactants C([O:7][CH2:8][C@@H:9]([O:29][C:30]([CH3:33])([CH3:32])[CH3:31])[C:10]1[C:11]([C:22]2[CH:27]=[CH:26][C:25]([Cl:28])=[CH:24][CH:23]=2)=[C:12]2[C:17](=[CH:18][C:19]=1[Cl:20])[N:16]=[C:15]([CH3:21])[CH:14]=[CH:13]2)(=O)C(C)(C)C.[OH-].[Na+], predict the reaction product. The product is: [C:30]([O:29][C@@H:9]([C:10]1[C:11]([C:22]2[CH:23]=[CH:24][C:25]([Cl:28])=[CH:26][CH:27]=2)=[C:12]2[C:17](=[CH:18][C:19]=1[Cl:20])[N:16]=[C:15]([CH3:21])[CH:14]=[CH:13]2)[CH2:8][OH:7])([CH3:33])([CH3:31])[CH3:32]. (5) Given the reactants [NH:1]1[CH:5]=[CH:4][CH:3]=[C:2]1[C:6](Cl)=[O:7].[F:9][C:10]1[CH:11]=[C:12]([CH:14]=[CH:15][CH:16]=1)[NH2:13].C(N(CC)CC)C, predict the reaction product. The product is: [F:9][C:10]1[CH:11]=[C:12]([NH:13][C:6]([C:2]2[NH:1][CH:5]=[CH:4][CH:3]=2)=[O:7])[CH:14]=[CH:15][CH:16]=1. (6) The product is: [CH3:1][C:2]([CH3:33])=[CH:3][CH2:4][CH2:5][C@:6]([OH:32])([C@@H:8]1[C@H:12]2[C@H:13]([OH:30])[CH2:14][C@@H:15]3[C@@:20]4([CH3:28])[CH2:21][CH2:22][C@H:23]([OH:27])[C:24]([CH3:25])([CH3:26])[C@@H:19]4[CH2:18][CH2:17][C@@:16]3([CH3:29])[C@:11]2([CH3:31])[CH2:10][CH2:9]1)[CH3:7]. Given the reactants [CH3:1][C:2]([CH3:33])=[CH:3][CH2:4][CH2:5][C@:6]([OH:32])([C@@H:8]1[C@H:12]2[C@H:13]([OH:30])[CH2:14][C@@H:15]3[C@@:20]4([CH3:28])[CH2:21][CH2:22][C@@H:23]([OH:27])[C:24]([CH3:26])([CH3:25])[CH:19]4[CH2:18][CH2:17][C@@:16]3([CH3:29])[C@@:11]2([CH3:31])[CH2:10][CH2:9]1)[CH3:7].C(OC(=O)C)(=O)C, predict the reaction product.